From a dataset of Forward reaction prediction with 1.9M reactions from USPTO patents (1976-2016). Predict the product of the given reaction. (1) Given the reactants [F:1][C:2]1[CH:3]=[C:4]([CH:10]=[C:11]([F:13])[CH:12]=1)[CH:5]([OH:9])[C:6]([OH:8])=O.[NH2:14][C@H:15]([C:17]([O:19][CH3:20])=[O:18])[CH3:16], predict the reaction product. The product is: [F:13][C:11]1[CH:10]=[C:4]([CH:5]([OH:9])[C:6]([NH:14][C@H:15]([C:17]([O:19][CH3:20])=[O:18])[CH3:16])=[O:8])[CH:3]=[C:2]([F:1])[CH:12]=1. (2) Given the reactants [O:1]=[C:2]1[CH:10]=[C:9](OS(C(F)(F)F)(=O)=O)[CH:8]=[C:7]2[N:3]1[C@H:4]([C:19]([O:21][CH2:22][CH3:23])=[O:20])[CH2:5][CH2:6]2.[Cl:24][C:25]1[CH:31]=[CH:30][C:28]([NH2:29])=[C:27](B2OC(C)(C)C(C)(C)O2)[CH:26]=1.[F-].[Cs+], predict the reaction product. The product is: [NH2:29][C:28]1[CH:30]=[CH:31][C:25]([Cl:24])=[CH:26][C:27]=1[C:9]1[CH:8]=[C:7]2[N:3]([C@H:4]([C:19]([O:21][CH2:22][CH3:23])=[O:20])[CH2:5][CH2:6]2)[C:2](=[O:1])[CH:10]=1. (3) Given the reactants [O:1]=[C:2]([NH:30][C:31]1[CH:36]=[CH:35][CH:34]=[CH:33][N:32]=1)/[CH:3]=[CH:4]/[C:5]1[CH:10]=[CH:9][C:8]([NH:11][C:12]([C:14]2[C:15]([C:20]3[CH:25]=[CH:24][C:23]([C:26]([F:29])([F:28])[F:27])=[CH:22][CH:21]=3)=[CH:16][CH:17]=[CH:18][CH:19]=2)=[O:13])=[CH:7][CH:6]=1.[H][H], predict the reaction product. The product is: [O:1]=[C:2]([NH:30][C:31]1[CH:36]=[CH:35][CH:34]=[CH:33][N:32]=1)[CH2:3][CH2:4][C:5]1[CH:6]=[CH:7][C:8]([NH:11][C:12]([C:14]2[C:15]([C:20]3[CH:25]=[CH:24][C:23]([C:26]([F:28])([F:29])[F:27])=[CH:22][CH:21]=3)=[CH:16][CH:17]=[CH:18][CH:19]=2)=[O:13])=[CH:9][CH:10]=1.